This data is from Full USPTO retrosynthesis dataset with 1.9M reactions from patents (1976-2016). The task is: Predict the reactants needed to synthesize the given product. (1) The reactants are: [OH:1][CH:2]([C:21]1[CH:26]=[CH:25][C:24](OC2C=CC=CC=2)=[CH:23][CH:22]=1)[CH:3]([CH2:7][C:8]1[CH:13]=[CH:12][CH:11]=[C:10]([O:14][C:15]([F:20])([F:19])[CH:16]([F:18])[F:17])[CH:9]=1)C(O)=O.C1(P(N=[N+]=[N-])([C:42]2[CH:47]=CC=CC=2)=O)C=CC=CC=1.C([N:53]([CH2:56]C)CC)C.[OH2:58].[O:59]1[CH2:63][CH2:62][CH2:61][CH2:60]1. Given the product [C:63]1([O:59][C:24]2[CH:23]=[CH:22][C:21]([CH:2]3[O:1][C:56](=[O:58])[NH:53][CH:3]3[CH2:7][C:8]3[CH:13]=[CH:12][CH:11]=[C:10]([O:14][C:15]([F:19])([F:20])[CH:16]([F:18])[F:17])[CH:9]=3)=[CH:26][CH:25]=2)[CH:42]=[CH:47][CH:60]=[CH:61][CH:62]=1, predict the reactants needed to synthesize it. (2) Given the product [CH3:1][O:2][C:3]1[CH:8]=[CH:7][C:6]([C:9]2[N:10]=[C:11]([C:17]3[CH:22]=[CH:21][N:20]=[CH:19][CH:18]=3)[NH:12][C:13]=2[C:14]([NH2:30])=[O:15])=[CH:5][CH:4]=1, predict the reactants needed to synthesize it. The reactants are: [CH3:1][O:2][C:3]1[CH:8]=[CH:7][C:6]([C:9]2[N:10]=[C:11]([C:17]3[CH:22]=[CH:21][N:20]=[CH:19][CH:18]=3)[NH:12][C:13]=2[C:14](O)=[O:15])=[CH:5][CH:4]=1.O.OC1C2N=N[NH:30]C=2C=CC=1.N.O1CCOCC1.CN(C)CCCN=C=NCC. (3) Given the product [CH:1]1([N:6]([CH3:18])[C:7]2[C:8]([CH3:17])=[C:9]([CH:14]=[CH:15][CH:16]=2)[C:10]([O:12][CH3:13])=[O:11])[CH2:5][CH2:4][CH2:3][CH2:2]1, predict the reactants needed to synthesize it. The reactants are: [CH:1]1([NH:6][C:7]2[C:8]([CH3:17])=[C:9]([CH:14]=[CH:15][CH:16]=2)[C:10]([O:12][CH3:13])=[O:11])[CH2:5][CH2:4][CH2:3][CH2:2]1.[C:18](=O)([O-])[O-].[Cs+].[Cs+].CI. (4) The reactants are: Cl.[C:2]([C:4]1[CH:5]=[C:6]([C@H:10]([CH2:14][C:15]2[CH:20]=[CH:19][C:18]([OH:21])=[CH:17][CH:16]=2)[C@@H:11]([NH2:13])[CH3:12])[CH:7]=[CH:8][CH:9]=1)#[N:3].[CH3:22][C:23]([O:28][C:29]1[CH:34]=[CH:33][C:32]([CH3:35])=[CH:31][N:30]=1)([CH3:27])[C:24](O)=[O:25].Cl.C(N=C=NCCCN(C)C)C.N1C=CC=CC=1. Given the product [C:2]([C:4]1[CH:5]=[C:6]([CH:10]([CH2:14][C:15]2[CH:16]=[CH:17][C:18]([OH:21])=[CH:19][CH:20]=2)[CH:11]([NH:13][C:24](=[O:25])[C:23]([O:28][C:29]2[CH:34]=[CH:33][C:32]([CH3:35])=[CH:31][N:30]=2)([CH3:27])[CH3:22])[CH3:12])[CH:7]=[CH:8][CH:9]=1)#[N:3], predict the reactants needed to synthesize it.